The task is: Regression. Given a peptide amino acid sequence and an MHC pseudo amino acid sequence, predict their binding affinity value. This is MHC class I binding data.. This data is from Peptide-MHC class I binding affinity with 185,985 pairs from IEDB/IMGT. The peptide sequence is ATLGTVILLV. The MHC is Mamu-A01 with pseudo-sequence Mamu-A01. The binding affinity (normalized) is 0.529.